Dataset: Forward reaction prediction with 1.9M reactions from USPTO patents (1976-2016). Task: Predict the product of the given reaction. (1) Given the reactants [CH2:1]([OH:3])[CH3:2].Cl[S:5]([OH:8])(=[O:7])=[O:6].Cl[Si:10]([CH3:13])([CH3:12])[CH3:11], predict the reaction product. The product is: [S:5]([O:8][Si:10]([CH3:13])([CH3:12])[CH3:11])([O:3][CH2:1][CH3:2])(=[O:7])=[O:6]. (2) Given the reactants [OH-].[NH4+:2].[F:3][C:4]1[CH:5]=[C:6]2[C:11](=[CH:12][CH:13]=1)[N:10]([C@H:14]([CH3:33])[C:15]([N:17]1[CH2:22][CH2:21][N:20]([C:23]3[CH:28]=[CH:27][C:26]([S:29](Cl)(=[O:31])=[O:30])=[CH:25][CH:24]=3)[CH2:19][CH2:18]1)=[O:16])[CH2:9][CH2:8][CH2:7]2.Cl, predict the reaction product. The product is: [F:3][C:4]1[CH:5]=[C:6]2[C:11](=[CH:12][CH:13]=1)[N:10]([C@H:14]([CH3:33])[C:15]([N:17]1[CH2:22][CH2:21][N:20]([C:23]3[CH:28]=[CH:27][C:26]([S:29]([NH2:2])(=[O:31])=[O:30])=[CH:25][CH:24]=3)[CH2:19][CH2:18]1)=[O:16])[CH2:9][CH2:8][CH2:7]2. (3) Given the reactants [F:1][C:2]1[C:3]([OH:10])=[C:4]([CH:7]=[CH:8][CH:9]=1)[CH:5]=O.[NH:11]1[CH2:16][CH2:15][CH2:14][CH2:13][CH2:12]1.[S:17]1[CH2:23][C:21](=[O:22])[NH:20][C:18]1=S, predict the reaction product. The product is: [F:1][C:2]1[C:3]([OH:10])=[C:4](/[CH:5]=[C:23]2/[C:21](=[O:22])[N:20]=[C:18]([N:11]3[CH2:16][CH2:15][CH2:14][CH2:13][CH2:12]3)[S:17]/2)[CH:7]=[CH:8][CH:9]=1. (4) The product is: [CH3:14][C:13]1[O:12][C:11]([C:15]2[CH:20]=[CH:19][CH:18]=[CH:17][CH:16]=2)=[N:10][C:9]=1[CH2:8][O:7][C:6]1[CH:21]=[CH:22][C:3]([CH2:2][O:23][C:24]2[CH:33]=[CH:32][C:31]3[C:26](=[CH:27][CH:28]=[CH:29][CH:30]=3)[C:25]=2[CH2:34][C:35]#[N:36])=[CH:4][CH:5]=1. Given the reactants Cl[CH2:2][C:3]1[CH:22]=[CH:21][C:6]([O:7][CH2:8][C:9]2[N:10]=[C:11]([C:15]3[CH:20]=[CH:19][CH:18]=[CH:17][CH:16]=3)[O:12][C:13]=2[CH3:14])=[CH:5][CH:4]=1.[OH:23][C:24]1[CH:33]=[CH:32][C:31]2[C:26](=[CH:27][CH:28]=[CH:29][CH:30]=2)[C:25]=1[CH2:34][C:35]#[N:36].CN(C)C=O.[H-].[Na+], predict the reaction product. (5) The product is: [CH2:1]([N:8]1[CH2:13][CH2:12][CH:11]([C:14]([NH:16][C:17]2[CH:22]=[CH:21][C:20]([CH2:23][NH:24][C:25]3[C:34]4[C:29](=[CH:30][CH:31]=[C:32]([CH3:35])[CH:33]=4)[N:28]=[C:27]([NH:38][CH3:37])[N:26]=3)=[CH:19][CH:18]=2)=[O:15])[CH2:10][CH2:9]1)[C:2]1[CH:7]=[CH:6][CH:5]=[CH:4][CH:3]=1. Given the reactants [CH2:1]([N:8]1[CH2:13][CH2:12][CH:11]([C:14]([NH:16][C:17]2[CH:22]=[CH:21][C:20]([CH2:23][NH:24][C:25]3[C:34]4[C:29](=[CH:30][CH:31]=[C:32]([CH3:35])[CH:33]=4)[N:28]=[C:27](Cl)[N:26]=3)=[CH:19][CH:18]=2)=[O:15])[CH2:10][CH2:9]1)[C:2]1[CH:7]=[CH:6][CH:5]=[CH:4][CH:3]=1.[CH3:37][NH2:38], predict the reaction product. (6) The product is: [CH3:1][O:2][C:3]1[CH:9]=[CH:8][C:7]([N+:10]([O-:12])=[O:11])=[CH:6][C:4]=1[NH:5][S:14]([CH3:13])(=[O:16])=[O:15]. Given the reactants [CH3:1][O:2][C:3]1[CH:9]=[CH:8][C:7]([N+:10]([O-:12])=[O:11])=[CH:6][C:4]=1[NH2:5].[CH3:13][S:14](Cl)(=[O:16])=[O:15].Cl, predict the reaction product.